From a dataset of Forward reaction prediction with 1.9M reactions from USPTO patents (1976-2016). Predict the product of the given reaction. (1) Given the reactants Br[C:2]1[CH:7]=[CH:6][C:5]([CH2:8][C:9]([OH:11])=[O:10])=[CH:4][CH:3]=1.[C:12]([O:16][CH2:17][CH3:18])(=[O:15])[CH:13]=[CH2:14].C1(P(C2C=CC=CC=2)C2C=CC=CC=2)C=CC=CC=1.C(N(C(C)C)CC)(C)C.Cl, predict the reaction product. The product is: [CH2:17]([O:16][C:12]([CH:13]=[CH:14][C:2]1[CH:7]=[CH:6][C:5]([CH2:8][C:9]([OH:11])=[O:10])=[CH:4][CH:3]=1)=[O:15])[CH3:18]. (2) The product is: [F:1][C:2]1[CH:7]=[CH:6][CH:5]=[CH:4][C:3]=1[CH:8]1[CH2:13][CH2:12][N:11]([CH2:14][C:15]2[N:19]([CH3:20])[C:18]3[CH:21]=[CH:22][C:23]([CH2:25][OH:26])=[CH:24][C:17]=3[N:16]=2)[CH2:10][CH2:9]1. Given the reactants [F:1][C:2]1[CH:7]=[CH:6][CH:5]=[CH:4][C:3]=1[CH:8]1[CH2:13][CH2:12][N:11]([CH2:14][C:15]2[N:19]([CH3:20])[C:18]3[CH:21]=[CH:22][C:23]([C:25](OC)=[O:26])=[CH:24][C:17]=3[N:16]=2)[CH2:10][CH2:9]1.[H-].[H-].[H-].[H-].[Li+].[Al+3], predict the reaction product. (3) Given the reactants [Cl:1][C:2]1[CH:7]=[CH:6][C:5]([C:8]2[N:13]=[C:12]([NH:14][CH2:15][C:16]3[CH:21]=[CH:20][C:19]([O:22][CH3:23])=[CH:18][C:17]=3[O:24][CH3:25])[C:11]([NH:26][CH2:27][C:28]3C=CC(OC)=CC=3OC)=[C:10]([C:38]([O:40][CH2:41][CH2:42][CH3:43])=[O:39])[N:9]=2)=[C:4]([F:44])[C:3]=1[O:45][CH3:46].FC(F)(F)C(O)=O.C(=O)C.C12(CS(O)(=O)=O)C(C)(C)C(CC1)CC2=O, predict the reaction product. The product is: [Cl:1][C:2]1[CH:7]=[CH:6][C:5]([C:8]2[N:13]=[C:12]3[C:11]([N:26]=[C:27]([CH3:28])[N:14]3[CH2:15][C:16]3[CH:21]=[CH:20][C:19]([O:22][CH3:23])=[CH:18][C:17]=3[O:24][CH3:25])=[C:10]([C:38]([O:40][CH2:41][CH2:42][CH3:43])=[O:39])[N:9]=2)=[C:4]([F:44])[C:3]=1[O:45][CH3:46].